This data is from Full USPTO retrosynthesis dataset with 1.9M reactions from patents (1976-2016). The task is: Predict the reactants needed to synthesize the given product. (1) Given the product [F:79][C:77]1[CH:78]=[C:73]([CH:74]=[C:75]([F:80])[CH:76]=1)[CH2:72][C@H:58]([NH:57][C:8](=[O:10])[C:7]1[CH:11]=[C:12]([C:14]2[O:15][CH:16]=[CH:17][N:18]=2)[CH:13]=[C:5]([C:3]([N:2]([CH3:1])[CH2:19][CH2:20][CH3:21])=[O:4])[CH:6]=1)[C@H:59]([OH:71])[CH2:60][NH:61][CH2:62][C:63]1[CH:68]=[CH:67][CH:66]=[C:65]([CH2:69][CH3:70])[CH:64]=1, predict the reactants needed to synthesize it. The reactants are: [CH3:1][N:2]([CH2:19][CH2:20][CH3:21])[C:3]([C:5]1[CH:6]=[C:7]([CH:11]=[C:12]([C:14]2[O:15][CH:16]=[CH:17][N:18]=2)[CH:13]=1)[C:8]([OH:10])=O)=[O:4].C(N(C(C)C)CC)(C)C.CN(C(ON1N=NC2C=CC=NC1=2)=[N+](C)C)C.F[P-](F)(F)(F)(F)F.Cl.Cl.[NH2:57][C@@H:58]([CH2:72][C:73]1[CH:78]=[C:77]([F:79])[CH:76]=[C:75]([F:80])[CH:74]=1)[C@H:59]([OH:71])[CH2:60][NH:61][CH2:62][C:63]1[CH:68]=[CH:67][CH:66]=[C:65]([CH2:69][CH3:70])[CH:64]=1. (2) Given the product [F:1][C:2]1[CH:7]=[CH:6][CH:5]=[CH:4][C:3]=1[C:8]1[CH:13]=[CH:12][C:11]([C:14](=[N:22][OH:23])[CH2:15][CH2:16][C:17]([OH:19])=[O:18])=[CH:10][CH:9]=1, predict the reactants needed to synthesize it. The reactants are: [F:1][C:2]1[CH:7]=[CH:6][CH:5]=[CH:4][C:3]=1[C:8]1[CH:13]=[CH:12][C:11]([C:14](=O)[CH2:15][CH2:16][C:17]([OH:19])=[O:18])=[CH:10][CH:9]=1.Cl.[NH2:22][OH:23].C(=O)([O-])[O-].[Na+].[Na+]. (3) Given the product [C:1]([O:9][CH2:60][Cl:61])(=[O:8])[C:2]1[CH:7]=[CH:6][CH:5]=[CH:4][CH:3]=1, predict the reactants needed to synthesize it. The reactants are: [C:1]([O-:9])(=[O:8])[C:2]1[CH:7]=[CH:6][CH:5]=[CH:4][CH:3]=1.[Na+].C(=O)(O)[O-].[Na+].S([O-])([O-])(=O)=O.C([N+](CCCC)(CCCC)CCCC)CCC.C([N+](CCCC)(CCCC)CCCC)CCC.ClS(O[CH2:60][Cl:61])(=O)=O.